Dataset: Forward reaction prediction with 1.9M reactions from USPTO patents (1976-2016). Task: Predict the product of the given reaction. (1) The product is: [Br:1][CH2:2][C:3]([N:17]1[CH2:16][CH:15]([N:19]([CH2:21][C:22]2[CH:27]=[CH:26][C:25]([C:28]([F:31])([F:29])[F:30])=[C:24]([F:32])[CH:23]=2)[CH3:20])[CH:14]([C:9]2[CH:10]=[CH:11][C:12]([Cl:13])=[C:7]([Cl:6])[CH:8]=2)[CH2:18]1)=[O:4]. Given the reactants [Br:1][CH2:2][C:3](Cl)=[O:4].[Cl:6][C:7]1[CH:8]=[C:9]([CH:14]2[CH2:18][NH:17][CH2:16][CH:15]2[N:19]([CH2:21][C:22]2[CH:27]=[CH:26][C:25]([C:28]([F:31])([F:30])[F:29])=[C:24]([F:32])[CH:23]=2)[CH3:20])[CH:10]=[CH:11][C:12]=1[Cl:13].C(N(CC)CC)C, predict the reaction product. (2) Given the reactants [NH3:1].[F:2][C:3]1[CH:8]=[C:7]([N:9]=[C:10]=[S:11])[CH:6]=[CH:5][C:4]=1[N:12]1[C:16]([CH3:17])=[N:15][CH:14]=[N:13]1, predict the reaction product. The product is: [F:2][C:3]1[CH:8]=[C:7]([NH:9][C:10]([NH2:1])=[S:11])[CH:6]=[CH:5][C:4]=1[N:12]1[C:16]([CH3:17])=[N:15][CH:14]=[N:13]1. (3) Given the reactants [Br:1][C:2]1[C:3]([NH:9][CH:10]2[CH2:15][CH2:14][N:13]([CH2:16][C:17]3[CH:22]=[CH:21][CH:20]=[CH:19][CH:18]=3)[CH2:12][CH2:11]2)=[N:4][C:5](Cl)=[N:6][CH:7]=1.[NH2:23][CH2:24][C:25]1[CH:30]=[CH:29][CH:28]=[CH:27][N:26]=1, predict the reaction product. The product is: [Br:1][C:2]1[C:3]([NH:9][CH:10]2[CH2:15][CH2:14][N:13]([CH2:16][C:17]3[CH:22]=[CH:21][CH:20]=[CH:19][CH:18]=3)[CH2:12][CH2:11]2)=[N:4][C:5]([NH:23][CH2:24][C:25]2[CH:30]=[CH:29][CH:28]=[CH:27][N:26]=2)=[N:6][CH:7]=1.